The task is: Predict the reaction yield, written as a fraction of the theoretical maximum amount of product (1.0 means a 100% yield; for example, 0.34 means a 34% yield).. This data is from Reaction yield outcomes from USPTO patents with 853,638 reactions. (1) The reactants are Cl.Cl.[N+:3]([C:6]1[CH:7]=[CH:8][C:9]([C:52]2[CH:57]=[C:56]([O:58][CH3:59])[C:55]([O:60][CH3:61])=[C:54]([O:62][CH3:63])[CH:53]=2)=[C:10]([CH:51]=1)[C:11]([N:13]1[CH2:18][CH2:17][N:16]([CH2:19][CH2:20][CH2:21][N:22]2[CH2:27][CH2:26][N:25]([C:28](=[O:50])[C:29]3[CH:34]=[C:33]([N+:35]([O-])=O)[CH:32]=[CH:31][C:30]=3[C:38]3[CH:43]=[C:42]([O:44][CH3:45])[C:41]([O:46][CH3:47])=[C:40]([O:48][CH3:49])[CH:39]=3)[CH2:24][CH2:23]2)[CH2:15][CH2:14]1)=[O:12])([O-])=O. The catalyst is [Pd].C(O)(=O)C.CO. The product is [NH2:35][C:33]1[CH:32]=[CH:31][C:30]([C:38]2[CH:39]=[C:40]([O:48][CH3:49])[C:41]([O:46][CH3:47])=[C:42]([O:44][CH3:45])[CH:43]=2)=[C:29]([CH:34]=1)[C:28]([N:25]1[CH2:26][CH2:27][N:22]([CH2:21][CH2:20][CH2:19][N:16]2[CH2:17][CH2:18][N:13]([C:11](=[O:12])[C:10]3[CH:51]=[C:6]([NH2:3])[CH:7]=[CH:8][C:9]=3[C:52]3[CH:53]=[C:54]([O:62][CH3:63])[C:55]([O:60][CH3:61])=[C:56]([O:58][CH3:59])[CH:57]=3)[CH2:14][CH2:15]2)[CH2:23][CH2:24]1)=[O:50]. The yield is 0.370. (2) The reactants are [F:1][C:2]([F:13])([F:12])[C:3]1[CH:4]=[CH:5][C:6]([C:9]([OH:11])=O)=[N:7][CH:8]=1.[CH3:14][C:15]1[C:16]([NH2:30])=[N:17][C:18]2([C:28]3[C:23](=[CH:24][CH:25]=[C:26]([NH2:29])[CH:27]=3)[O:22][CH2:21][CH2:20]2)[N:19]=1. No catalyst specified. The product is [NH2:30][C:16]1[C:15]([CH3:14])=[N:19][C:18]2([C:28]3[C:23](=[CH:24][CH:25]=[C:26]([NH:29][C:9](=[O:11])[C:6]4[CH:5]=[CH:4][C:3]([C:2]([F:1])([F:13])[F:12])=[CH:8][N:7]=4)[CH:27]=3)[O:22][CH2:21][CH2:20]2)[N:17]=1. The yield is 0.460. (3) The reactants are C([O:3][C:4]([C:6]1[S:7][C:8]([C:11]2[C:15]([CH3:16])=[C:14]([CH:17]([F:19])[F:18])[O:13][N:12]=2)=[CH:9][CH:10]=1)=[O:5])C.O.[OH-].[Li+]. The catalyst is C1COCC1. The product is [F:19][CH:17]([F:18])[C:14]1[O:13][N:12]=[C:11]([C:8]2[S:7][C:6]([C:4]([OH:5])=[O:3])=[CH:10][CH:9]=2)[C:15]=1[CH3:16]. The yield is 0.990. (4) The reactants are Br[CH2:2][C:3]1[C:4]([C:24]([F:27])([F:26])[F:25])=[N:5][N:6]([C:14]2[CH:19]=[CH:18][C:17]([S:20]([NH2:23])(=[O:22])=[O:21])=[CH:16][CH:15]=2)[C:7]=1[C:8]1[CH:13]=[CH:12][CH:11]=[CH:10][CH:9]=1.N1C(C)=CC(C)=CC=1C.CS(C)=[O:39]. No catalyst specified. The product is [CH:2]([C:3]1[C:4]([C:24]([F:27])([F:26])[F:25])=[N:5][N:6]([C:14]2[CH:19]=[CH:18][C:17]([S:20]([NH2:23])(=[O:22])=[O:21])=[CH:16][CH:15]=2)[C:7]=1[C:8]1[CH:13]=[CH:12][CH:11]=[CH:10][CH:9]=1)=[O:39]. The yield is 0.660. (5) The reactants are [F:1][C:2]([F:9])([F:8])[C:3](=[CH2:7])[C:4]([OH:6])=[O:5].S(=O)(=O)(O)O.[CH2:15]=[C:16]1[CH:23]2[CH2:24][CH:19]3[CH2:20][CH:21]([CH2:25][CH:17]1[CH2:18]3)[CH2:22]2.[OH-].[Na+]. The catalyst is C1(C)C=CC=CC=1. The product is [F:1][C:2]([F:9])([F:8])[C:3](=[CH2:7])[C:4]([O:6][C:16]1([CH3:15])[CH:17]2[CH2:25][CH:21]3[CH2:20][CH:19]([CH2:24][CH:23]1[CH2:22]3)[CH2:18]2)=[O:5]. The yield is 0.930.